Dataset: Reaction yield outcomes from USPTO patents with 853,638 reactions. Task: Predict the reaction yield, written as a fraction of the theoretical maximum amount of product (1.0 means a 100% yield; for example, 0.34 means a 34% yield). The reactants are [CH2:1]([N:3]1[CH2:8][CH2:7][CH2:6][CH:5](CO)[CH2:4]1)[CH3:2].[CH2:11]([S:13]([C:16]1[CH:17]=[C:18]([C:22]2[C:27]3[C:28]4[CH:34]=[C:33]([CH3:35])[CH:32]=[N:31][C:29]=4[NH:30][C:26]=3[C:25]([O:36][CH2:37]CCN(C)C)=[N:24][CH:23]=2)[CH:19]=[CH:20][CH:21]=1)(=[O:15])=[O:14])[CH3:12]. No catalyst specified. The product is [CH2:11]([S:13]([C:16]1[CH:17]=[C:18]([C:22]2[C:27]3[C:28]4[CH:34]=[C:33]([CH3:35])[CH:32]=[N:31][C:29]=4[NH:30][C:26]=3[C:25]([O:36][CH2:37][CH:6]3[CH2:5][CH2:4][N:3]([CH2:1][CH3:2])[CH2:8][CH2:7]3)=[N:24][CH:23]=2)[CH:19]=[CH:20][CH:21]=1)(=[O:14])=[O:15])[CH3:12]. The yield is 0.240.